Task: Binary Classification. Given a T-cell receptor sequence (or CDR3 region) and an epitope sequence, predict whether binding occurs between them.. Dataset: TCR-epitope binding with 47,182 pairs between 192 epitopes and 23,139 TCRs (1) The epitope is FLNGSCGSV. The TCR CDR3 sequence is CASRVDPSGYNEQFF. Result: 1 (the TCR binds to the epitope). (2) The epitope is IVTDFSVIK. The TCR CDR3 sequence is CATSTGDSNQPQHF. Result: 1 (the TCR binds to the epitope). (3) The epitope is GTITSGWTF. The TCR CDR3 sequence is CASSFAGGYGYTF. Result: 1 (the TCR binds to the epitope).